This data is from Reaction yield outcomes from USPTO patents with 853,638 reactions. The task is: Predict the reaction yield, written as a fraction of the theoretical maximum amount of product (1.0 means a 100% yield; for example, 0.34 means a 34% yield). (1) The reactants are [C:1]([C:4]1[C:22](=[O:23])[C@@:8]2([CH3:24])[C:9]3[C:15]([OH:16])=[CH:14][C:13]([O:17][CH3:18])=[C:12]([C:19]([NH2:21])=[O:20])[C:10]=3[O:11][C:7]2=[CH:6][C:5]=1[OH:25])(=[O:3])[CH3:2].[CH2:26]([O:29][C:30]1[C:39]2[C:34](=[CH:35][CH:36]=[CH:37][CH:38]=2)[C:33]([CH:40]=O)=[CH:32][CH:31]=1)[CH2:27][CH3:28].C([SiH](CC)CC)C.FC(F)(F)C(O)=O. The catalyst is C(#N)C. The product is [C:1]([C:4]1[C:22](=[O:23])[C@@:8]2([CH3:24])[C:9]3[C:15]([OH:16])=[CH:14][C:13]([O:17][CH3:18])=[C:12]([C:19]([NH:21][CH2:40][C:33]4[C:34]5[C:39](=[CH:38][CH:37]=[CH:36][CH:35]=5)[C:30]([O:29][CH2:26][CH2:27][CH3:28])=[CH:31][CH:32]=4)=[O:20])[C:10]=3[O:11][C:7]2=[CH:6][C:5]=1[OH:25])(=[O:3])[CH3:2]. The yield is 0.590. (2) The reactants are Cl[C:2]1[CH:3]=[CH:4][C:5]2[C:14]3[CH:13]=[C:12]4[CH2:15][CH2:16][CH2:17][C:18](=[O:19])[C:11]4=[CH:10][C:9]=3[O:8][CH2:7][C:6]=2[CH:20]=1.[CH:21]([B-](F)(F)F)=[CH2:22].[K+].COC1C=CC=C(OC)C=1C1C=CC=CC=1P(C1CCCCC1)C1CCCCC1.C([O-])([O-])=O.[K+].[K+]. The catalyst is CC([O-])=O.CC([O-])=O.[Pd+2].C(O)CC. The product is [CH:21]([C:2]1[CH:3]=[CH:4][C:5]2[C:14]3[CH:13]=[C:12]4[CH2:15][CH2:16][CH2:17][C:18](=[O:19])[C:11]4=[CH:10][C:9]=3[O:8][CH2:7][C:6]=2[CH:20]=1)=[CH2:22]. The yield is 0.870. (3) The product is [OH:15][CH2:2][C:3]1[CH:8]=[CH:7][C:6]([C:9]#[N:10])=[CH:5][C:4]=1[N+:11]([O-:13])=[O:12]. The yield is 0.770. The catalyst is C(O)C.O.C(Cl)Cl.CCOC(C)=O. The reactants are Br[CH2:2][C:3]1[CH:8]=[CH:7][C:6]([C:9]#[N:10])=[CH:5][C:4]=1[N+:11]([O-:13])=[O:12].C([O-])=[O:15].[Na+]. (4) The reactants are C(OC([N:8]1[CH2:13][CH2:12][CH:11]([C:14](=[O:35])[C:15]2[CH:20]=[CH:19][C:18]([S:21]([C:24]3[CH:33]=[CH:32][C:31]4[C:26](=[CH:27][CH:28]=[C:29]([Br:34])[CH:30]=4)[CH:25]=3)(=[O:23])=[O:22])=[CH:17][CH:16]=2)[CH2:10][CH2:9]1)=O)(C)(C)C.[ClH:36]. The catalyst is CCOC(C)=O. The product is [ClH:36].[Br:34][C:29]1[CH:30]=[C:31]2[C:26](=[CH:27][CH:28]=1)[CH:25]=[C:24]([S:21]([C:18]1[CH:19]=[CH:20][C:15]([C:14]([CH:11]3[CH2:10][CH2:9][NH:8][CH2:13][CH2:12]3)=[O:35])=[CH:16][CH:17]=1)(=[O:23])=[O:22])[CH:33]=[CH:32]2. The yield is 0.890.